From a dataset of Experimentally validated miRNA-target interactions with 360,000+ pairs, plus equal number of negative samples. Binary Classification. Given a miRNA mature sequence and a target amino acid sequence, predict their likelihood of interaction. The miRNA is hsa-miR-3126-5p with sequence UGAGGGACAGAUGCCAGAAGCA. The protein sequence of the target gene is MGIRGMLRAAVILLLIRTWLAEGNYPSPIPKFHFEFSSAVPEVVLNLFNCKNCANEAVVQKILDRVLSRYDVRLRPNFGGAPVPVRISIYVTSIEQISEMNMDYTITMFFHQTWKDSRLAYYETTLNLTLDYRMHEKLWVPDCYFLNSKDAFVHDVTVENRVFQLHPDGTVRYGIRLTTTAACSLDLHKFPMDKQACNLVVESYGYTVEDIILFWDDNGNAIHMTEELHIPQFTFLGRTITSKEVYFYTGSYIRLILKFQVQREVNSYLVQVYWPTVLTTITSWISFWMNYDSSAARVTI.... Result: 1 (interaction).